This data is from Full USPTO retrosynthesis dataset with 1.9M reactions from patents (1976-2016). The task is: Predict the reactants needed to synthesize the given product. (1) The reactants are: Br[C:2]1[CH:7]=[C:6]([CH2:8][NH:9][C:10]2[CH:28]=[CH:27][CH:26]=[CH:25][C:11]=2[C:12]([NH:14][C:15]2[CH:16]=[CH:17][C:18]3[C:22]([CH:23]=2)=[N:21][N:20]([CH3:24])[CH:19]=3)=[O:13])[CH:5]=[CH:4][N:3]=1.CN(C=O)C.C(=O)([O-])[O-].[Cs+].[Cs+].[O:40]1[C:44]2([CH2:49][CH2:48][N:47]([C:50]([NH2:52])=[O:51])[CH2:46][CH2:45]2)[O:43][CH2:42][CH2:41]1. Given the product [CH3:24][N:20]1[CH:19]=[C:18]2[C:22]([CH:23]=[C:15]([NH:14][C:12]([C:11]3[CH:25]=[CH:26][CH:27]=[CH:28][C:10]=3[NH:9][CH2:8][C:6]3[CH:5]=[CH:4][N:3]=[C:2]([NH:52][C:50]([N:47]4[CH2:46][CH2:45][C:44]5([O:40][CH2:41][CH2:42][O:43]5)[CH2:49][CH2:48]4)=[O:51])[CH:7]=3)=[O:13])[CH:16]=[CH:17]2)=[N:21]1, predict the reactants needed to synthesize it. (2) Given the product [CH3:33][O:1][C:2]1([CH2:7][S:8]([N:11]2[CH2:12][CH2:13][C:14]3([C:18](=[O:19])[N:17]([C:20]4[CH:21]=[CH:22][C:23]([O:26][C:27]([F:28])([F:29])[F:30])=[CH:24][CH:25]=4)[CH2:16][CH2:15]3)[CH2:31][CH2:32]2)(=[O:10])=[O:9])[CH2:3][CH2:4][CH2:5][CH2:6]1, predict the reactants needed to synthesize it. The reactants are: [OH:1][C:2]1([CH2:7][S:8]([N:11]2[CH2:32][CH2:31][C:14]3([C:18](=[O:19])[N:17]([C:20]4[CH:25]=[CH:24][C:23]([O:26][C:27]([F:30])([F:29])[F:28])=[CH:22][CH:21]=4)[CH2:16][CH2:15]3)[CH2:13][CH2:12]2)(=[O:10])=[O:9])[CH2:6][CH2:5][CH2:4][CH2:3]1.[CH3:33]I. (3) Given the product [C:1]([O:5][C:6](=[O:12])[NH:7][CH2:8][CH2:9][CH2:10][N:11]([CH2:18][C:17]1[C:32]([CH3:34])=[CH:13][CH:14]=[CH:15][N:16]=1)[CH2:20][C:15]1[C:14]([CH3:13])=[CH:19][CH:18]=[CH:17][N:16]=1)([CH3:4])([CH3:2])[CH3:3], predict the reactants needed to synthesize it. The reactants are: [C:1]([O:5][C:6](=[O:12])[NH:7][CH2:8][CH2:9][CH2:10][NH2:11])([CH3:4])([CH3:3])[CH3:2].[CH3:13][C:14]1[C:15]([CH:20]=O)=[N:16][CH:17]=[CH:18][CH:19]=1.[BH-](O[C:32]([CH3:34])=O)(OC(C)=O)OC(C)=O.[Na+].